From a dataset of Full USPTO retrosynthesis dataset with 1.9M reactions from patents (1976-2016). Predict the reactants needed to synthesize the given product. Given the product [CH3:15][O:16][C:17]1[CH:22]=[CH:21][C:20]([C:2]2[C:10]3[S:9][C:8]([NH:11][C:12](=[O:14])[CH3:13])=[N:7][C:6]=3[CH:5]=[CH:4][CH:3]=2)=[CH:19][CH:18]=1, predict the reactants needed to synthesize it. The reactants are: Br[C:2]1[C:10]2[S:9][C:8]([NH:11][C:12](=[O:14])[CH3:13])=[N:7][C:6]=2[CH:5]=[CH:4][CH:3]=1.[CH3:15][O:16][C:17]1[CH:22]=[CH:21][C:20](B(O)O)=[CH:19][CH:18]=1.C(=O)([O-])[O-].[Na+].[Na+].